Dataset: CYP2C19 inhibition data for predicting drug metabolism from PubChem BioAssay. Task: Regression/Classification. Given a drug SMILES string, predict its absorption, distribution, metabolism, or excretion properties. Task type varies by dataset: regression for continuous measurements (e.g., permeability, clearance, half-life) or binary classification for categorical outcomes (e.g., BBB penetration, CYP inhibition). Dataset: cyp2c19_veith. (1) The compound is Clc1ccc(CSc2ncnc3c2ncn3[C@@H]2CCCCO2)cc1. The result is 0 (non-inhibitor). (2) The drug is CS(=O)(=O)c1ccc(/C=N\NC(N)=S)cc1. The result is 0 (non-inhibitor). (3) The compound is N/N=C1/CC(=O)NC(=O)N1. The result is 0 (non-inhibitor). (4) The drug is CCOP(=O)(OCC)C(NC(=O)C(Cl)Cl)C(Cl)(Cl)Cl. The result is 1 (inhibitor). (5) The compound is CCNc1ncc2ncc(=O)n(CCc3ccccc3)c2n1. The result is 1 (inhibitor). (6) The drug is CC1=C(C(=O)OCc2ccccc2)C(c2cccnc2)c2c(n(C)c(=O)n(C)c2=O)N1. The result is 1 (inhibitor).